From a dataset of Reaction yield outcomes from USPTO patents with 853,638 reactions. Predict the reaction yield, written as a fraction of the theoretical maximum amount of product (1.0 means a 100% yield; for example, 0.34 means a 34% yield). The reactants are [NH2:1][C:2]1[S:3][CH:4]=[CH:5][C:6]=1[C:7]([O:9]CC)=O.Cl.Cl[C:14]([NH2:16])=[NH:15].CS(C)(=O)=O.[OH-].[NH4+]. The catalyst is O. The product is [NH2:15][C:14]1[NH:16][C:7](=[O:9])[C:6]2[CH:5]=[CH:4][S:3][C:2]=2[N:1]=1. The yield is 0.710.